From a dataset of Forward reaction prediction with 1.9M reactions from USPTO patents (1976-2016). Predict the product of the given reaction. Given the reactants FC(F)(F)S([O:6][S:7]([C:10]([F:13])([F:12])[F:11])(=[O:9])=[O:8])(=O)=O.[F:16][C:17]1[CH:18]=[C:19]2[C:24](=[CH:25][CH:26]=1)[N:23]=[C:22]([CH2:27][O:28][C:29]1[CH:34]=[CH:33][C:32](O)=[C:31]([C:36]3([C:40]4[CH:45]=[CH:44][CH:43]=[CH:42][CH:41]=4)[CH2:39][CH2:38][CH2:37]3)[CH:30]=1)[CH:21]=[CH:20]2.O, predict the reaction product. The product is: [F:13][C:10]([F:11])([F:12])[S:7]([O:6][C:32]1[CH:33]=[CH:34][C:29]([O:28][CH2:27][C:22]2[CH:21]=[CH:20][C:19]3[C:24](=[CH:25][CH:26]=[C:17]([F:16])[CH:18]=3)[N:23]=2)=[CH:30][C:31]=1[C:36]1([C:40]2[CH:41]=[CH:42][CH:43]=[CH:44][CH:45]=2)[CH2:39][CH2:38][CH2:37]1)(=[O:8])=[O:9].